This data is from Catalyst prediction with 721,799 reactions and 888 catalyst types from USPTO. The task is: Predict which catalyst facilitates the given reaction. The catalyst class is: 6. Product: [CH2:20]([O:27][C:28]1[C:33]([O:8][C:3]2[CH:4]=[CH:5][CH:6]=[CH:7][C:2]=2[F:1])=[CH:32][C:31]([NH:35][C:36]([C:38]2[CH:43]=[N:42][CH:41]=[CH:40][N:39]=2)=[O:37])=[C:30]([N+:44]([O-:46])=[O:45])[CH:29]=1)[C:21]1[CH:26]=[CH:25][CH:24]=[CH:23][CH:22]=1. Reactant: [F:1][C:2]1[CH:7]=[CH:6][CH:5]=[CH:4][C:3]=1[OH:8].C(=O)([O-])[O-].[K+].[K+].CN(C)C=O.[CH2:20]([O:27][C:28]1[C:33](F)=[CH:32][C:31]([NH:35][C:36]([C:38]2[CH:43]=[N:42][CH:41]=[CH:40][N:39]=2)=[O:37])=[C:30]([N+:44]([O-:46])=[O:45])[CH:29]=1)[C:21]1[CH:26]=[CH:25][CH:24]=[CH:23][CH:22]=1.